Task: Predict the product of the given reaction.. Dataset: Forward reaction prediction with 1.9M reactions from USPTO patents (1976-2016) (1) The product is: [CH3:11][N:10]1[C:4]2[CH:3]=[C:2]([C:20]3[CH:19]=[CH:18][N:17]=[C:16]([CH3:15])[CH:21]=3)[N:7]=[CH:6][C:5]=2[C:8]([CH3:14])([CH3:13])[C:9]1=[O:12]. Given the reactants Cl[C:2]1[N:7]=[CH:6][C:5]2[C:8]([CH3:14])([CH3:13])[C:9](=[O:12])[N:10]([CH3:11])[C:4]=2[CH:3]=1.[CH3:15][C:16]1[CH:21]=[C:20](B(O)O)[CH:19]=[CH:18][N:17]=1, predict the reaction product. (2) Given the reactants [Cl:1][C:2]1[CH:3]=[N:4][CH:5]=[C:6]([Cl:26])[C:7]=1[NH:8][C:9]1[NH:10][C:11]2[C:17]3[CH2:18][C:19]([CH3:22])([CH3:21])[O:20][C:16]=3[C:15]([C:23](O)=[O:24])=[CH:14][C:12]=2[N:13]=1.F[B-](F)(F)F.[N:32]1(OC(N(C)C)=[N+](C)C)[C:36]2C=[CH:38][CH:39]=[CH:40][C:35]=2N=N1.CN1CCOCC1.C(N)CCCC, predict the reaction product. The product is: [Cl:1][C:2]1[CH:3]=[N:4][CH:5]=[C:6]([Cl:26])[C:7]=1[NH:8][C:9]1[NH:10][C:11]2[C:17]3[CH2:18][C:19]([CH3:21])([CH3:22])[O:20][C:16]=3[C:15]([C:23]([NH:32][CH2:36][CH2:35][CH2:40][CH2:39][CH3:38])=[O:24])=[CH:14][C:12]=2[N:13]=1. (3) Given the reactants C=O.[CH3:3][NH:4][C:5]([NH:7][N+:8]([O-:10])=[O:9])=[NH:6].C(N(CC)CC)C.[O:18]1[CH2:23]COC[CH2:19]1, predict the reaction product. The product is: [CH3:3][N:4]1[C:5]([NH:7][N+:8]([O-:10])=[O:9])=[N:6][CH2:23][O:18][CH2:19]1.